From a dataset of Forward reaction prediction with 1.9M reactions from USPTO patents (1976-2016). Predict the product of the given reaction. The product is: [O:1]1[CH:5]=[CH:4][N:3]=[C:2]1[C:6]([C:12]1[CH:17]=[CH:16][C:15]([O:18][CH:19]2[CH2:24][CH2:23][CH2:22][CH2:21][O:20]2)=[CH:14][CH:13]=1)=[CH:7][C:8]([O:10][CH3:11])=[O:9]. Given the reactants [O:1]1[CH:5]=[CH:4][N:3]=[C:2]1[CH:6]([C:12]1[CH:17]=[CH:16][C:15]([O:18][CH:19]2[CH2:24][CH2:23][CH2:22][CH2:21][O:20]2)=[CH:14][CH:13]=1)[CH2:7][C:8]([O:10][CH3:11])=[O:9].O.C1(C)C=CC(S(O)(=O)=O)=CC=1, predict the reaction product.